From a dataset of NCI-60 drug combinations with 297,098 pairs across 59 cell lines. Regression. Given two drug SMILES strings and cell line genomic features, predict the synergy score measuring deviation from expected non-interaction effect. (1) Drug 1: CC(C1=C(C=CC(=C1Cl)F)Cl)OC2=C(N=CC(=C2)C3=CN(N=C3)C4CCNCC4)N. Drug 2: C1CN(CCN1C(=O)CCBr)C(=O)CCBr. Cell line: OVCAR-4. Synergy scores: CSS=-1.95, Synergy_ZIP=0.214, Synergy_Bliss=-1.90, Synergy_Loewe=-2.21, Synergy_HSA=-2.77. (2) Drug 1: CC(CN1CC(=O)NC(=O)C1)N2CC(=O)NC(=O)C2. Drug 2: C(CC(=O)O)C(=O)CN.Cl. Cell line: HOP-62. Synergy scores: CSS=8.42, Synergy_ZIP=-6.40, Synergy_Bliss=-3.97, Synergy_Loewe=-2.67, Synergy_HSA=-1.84. (3) Drug 1: C1CC(=O)NC(=O)C1N2CC3=C(C2=O)C=CC=C3N. Drug 2: CCN(CC)CCNC(=O)C1=C(NC(=C1C)C=C2C3=C(C=CC(=C3)F)NC2=O)C. Cell line: MDA-MB-231. Synergy scores: CSS=5.53, Synergy_ZIP=1.46, Synergy_Bliss=6.20, Synergy_Loewe=3.54, Synergy_HSA=3.59. (4) Drug 1: C1=CC(=C2C(=C1NCCNCCO)C(=O)C3=C(C=CC(=C3C2=O)O)O)NCCNCCO. Drug 2: CC1=C(C=C(C=C1)NC(=O)C2=CC=C(C=C2)CN3CCN(CC3)C)NC4=NC=CC(=N4)C5=CN=CC=C5. Cell line: HCT116. Synergy scores: CSS=63.4, Synergy_ZIP=14.5, Synergy_Bliss=14.1, Synergy_Loewe=-19.7, Synergy_HSA=13.1. (5) Drug 1: C1CN1C2=NC(=NC(=N2)N3CC3)N4CC4. Drug 2: C1=CC(=C2C(=C1NCCNCCO)C(=O)C3=C(C=CC(=C3C2=O)O)O)NCCNCCO. Cell line: HT29. Synergy scores: CSS=50.3, Synergy_ZIP=-1.35, Synergy_Bliss=-0.258, Synergy_Loewe=0.133, Synergy_HSA=4.76. (6) Drug 1: CC1C(C(CC(O1)OC2CC(CC3=C2C(=C4C(=C3O)C(=O)C5=C(C4=O)C(=CC=C5)OC)O)(C(=O)C)O)N)O.Cl. Drug 2: CC1C(C(CC(O1)OC2CC(CC3=C2C(=C4C(=C3O)C(=O)C5=CC=CC=C5C4=O)O)(C(=O)C)O)N)O. Cell line: A549. Synergy scores: CSS=54.5, Synergy_ZIP=1.45, Synergy_Bliss=4.64, Synergy_Loewe=-2.27, Synergy_HSA=6.84. (7) Drug 1: CCC1=CC2CC(C3=C(CN(C2)C1)C4=CC=CC=C4N3)(C5=C(C=C6C(=C5)C78CCN9C7C(C=CC9)(C(C(C8N6C)(C(=O)OC)O)OC(=O)C)CC)OC)C(=O)OC.C(C(C(=O)O)O)(C(=O)O)O. Drug 2: CCC1(C2=C(COC1=O)C(=O)N3CC4=CC5=C(C=CC(=C5CN(C)C)O)N=C4C3=C2)O.Cl. Cell line: CAKI-1. Synergy scores: CSS=36.8, Synergy_ZIP=-9.32, Synergy_Bliss=-4.60, Synergy_Loewe=-0.921, Synergy_HSA=-0.439. (8) Synergy scores: CSS=52.2, Synergy_ZIP=-0.0262, Synergy_Bliss=2.03, Synergy_Loewe=-56.6, Synergy_HSA=3.09. Drug 1: COC1=CC(=CC(=C1O)OC)C2C3C(COC3=O)C(C4=CC5=C(C=C24)OCO5)OC6C(C(C7C(O6)COC(O7)C8=CC=CS8)O)O. Drug 2: CN1C2=C(C=C(C=C2)N(CCCl)CCCl)N=C1CCCC(=O)O.Cl. Cell line: SF-295.